This data is from NCI-60 drug combinations with 297,098 pairs across 59 cell lines. The task is: Regression. Given two drug SMILES strings and cell line genomic features, predict the synergy score measuring deviation from expected non-interaction effect. Drug 1: C1=CC(=CC=C1CCCC(=O)O)N(CCCl)CCCl. Drug 2: C(=O)(N)NO. Cell line: DU-145. Synergy scores: CSS=36.2, Synergy_ZIP=-3.72, Synergy_Bliss=-6.16, Synergy_Loewe=-26.2, Synergy_HSA=-5.98.